This data is from Forward reaction prediction with 1.9M reactions from USPTO patents (1976-2016). The task is: Predict the product of the given reaction. (1) Given the reactants [CH3:1][O:2][C:3]1[CH:11]=[C:10]([N:12]2[C@H:16]([CH3:17])[CH2:15][O:14][C:13]2=[O:18])[CH:9]=[CH:8][C:4]=1[C:5]([OH:7])=O.[ClH:19].[CH3:20][C:21]1[C:22]([N:28]2[CH2:33][CH2:32][NH:31][CH2:30][CH2:29]2)=[N:23][CH:24]=[C:25]([CH3:27])[CH:26]=1, predict the reaction product. The product is: [ClH:19].[CH3:20][C:21]1[C:22]([N:28]2[CH2:29][CH2:30][N:31]([C:5]([C:4]3[CH:8]=[CH:9][C:10]([N:12]4[C@H:16]([CH3:17])[CH2:15][O:14][C:13]4=[O:18])=[CH:11][C:3]=3[O:2][CH3:1])=[O:7])[CH2:32][CH2:33]2)=[N:23][CH:24]=[C:25]([CH3:27])[CH:26]=1. (2) Given the reactants C([O:3][C:4](=O)[C:5]1[CH:10]=[CH:9][CH:8]=[N:7][C:6]=1[O:11][CH2:12][C:13]1[CH:21]=[CH:20][C:16]2[O:17][CH2:18][O:19][C:15]=2[CH:14]=1)C.O.[NH2:24][NH2:25], predict the reaction product. The product is: [O:17]1[C:16]2[CH:20]=[CH:21][C:13]([CH2:12][O:11][C:6]3[N:7]=[CH:8][CH:9]=[CH:10][C:5]=3[C:4]([NH:24][NH2:25])=[O:3])=[CH:14][C:15]=2[O:19][CH2:18]1. (3) Given the reactants I[C:2]1[CH:7]=[CH:6][CH:5]=[CH:4][N:3]=1.[CH2:8]([C:12]1[O:16][N:15]=[C:14]([C:17]2[CH:22]=[CH:21][CH:20]=[CH:19][CH:18]=2)[CH:13]=1)[CH2:9][C:10]#[CH:11], predict the reaction product. The product is: [C:17]1([C:14]2[CH:13]=[C:12]([CH2:8][CH2:9][C:10]#[C:11][C:2]3[CH:7]=[CH:6][CH:5]=[CH:4][N:3]=3)[O:16][N:15]=2)[CH:18]=[CH:19][CH:20]=[CH:21][CH:22]=1. (4) Given the reactants [CH3:1][C@@:2]1([OH:18])[C@H:6]([OH:7])[C@@H:5]([CH2:8][OH:9])[O:4][C@H:3]1[N:10]1[CH:17]=[CH:16][C:14]([NH2:15])=[N:13][C:11]1=[O:12].C([Mg]Cl)(C)(C)C.Cl[P:26]([NH:36][C@H:37]([C:39]([O:41][CH2:42][CH2:43][CH2:44][CH2:45][CH2:46][CH2:47][CH2:48][CH2:49]/[CH:50]=[CH:51]\[CH2:52][CH2:53][CH2:54][CH2:55][CH2:56][CH2:57][CH2:58][CH3:59])=[O:40])[CH3:38])([O:28][C:29]1[CH:34]=[CH:33][C:32]([Cl:35])=[CH:31][CH:30]=1)=[O:27], predict the reaction product. The product is: [Cl:35][C:32]1[CH:31]=[CH:30][C:29]([O:28][P:26]([NH:36][C@@H:37]([CH3:38])[C:39]([O:41][CH2:42][CH2:43][CH2:44][CH2:45][CH2:46][CH2:47][CH2:48][CH2:49]/[CH:50]=[CH:51]\[CH2:52][CH2:53][CH2:54][CH2:55][CH2:56][CH2:57][CH2:58][CH3:59])=[O:40])([O:9][CH2:8][C@H:5]2[O:4][C@@H:3]([N:10]3[CH:17]=[CH:16][C:14]([NH2:15])=[N:13][C:11]3=[O:12])[C@:2]([CH3:1])([OH:18])[C@@H:6]2[OH:7])=[O:27])=[CH:34][CH:33]=1. (5) Given the reactants [N:1]([CH2:4][CH:5]1[CH2:10][CH2:9][C:8]2[C:11]3[C:16]([NH:17][C:18]4[CH:19]=[C:20]5[C:24](=[CH:25][CH:26]=4)[NH:23][N:22]=[CH:21]5)=[N:15][CH:14]=[N:13][C:12]=3[S:27][C:7]=2[CH2:6]1)=[N+]=[N-].C1(P(C2C=CC=CC=2)C2C=CC=CC=2)C=CC=CC=1.N, predict the reaction product. The product is: [NH2:1][CH2:4][CH:5]1[CH2:10][CH2:9][C:8]2[C:11]3[C:16]([NH:17][C:18]4[CH:19]=[C:20]5[C:24](=[CH:25][CH:26]=4)[NH:23][N:22]=[CH:21]5)=[N:15][CH:14]=[N:13][C:12]=3[S:27][C:7]=2[CH2:6]1. (6) Given the reactants [OH:1][C:2]1([C:8]2[CH:13]=[CH:12][CH:11]=[CH:10][CH:9]=2)[CH2:7][CH2:6][NH:5][CH2:4][CH2:3]1.[Cl:14][C:15]1[CH:20]=[C:19]([Cl:21])[CH:18]=[CH:17][C:16]=1[CH2:22][N:23]=[C:24]=[O:25], predict the reaction product. The product is: [Cl:14][C:15]1[CH:20]=[C:19]([Cl:21])[CH:18]=[CH:17][C:16]=1[CH2:22][NH:23][C:24]([N:5]1[CH2:6][CH2:7][C:2]([OH:1])([C:8]2[CH:13]=[CH:12][CH:11]=[CH:10][CH:9]=2)[CH2:3][CH2:4]1)=[O:25].